From a dataset of Reaction yield outcomes from USPTO patents with 853,638 reactions. Predict the reaction yield, written as a fraction of the theoretical maximum amount of product (1.0 means a 100% yield; for example, 0.34 means a 34% yield). (1) The reactants are [C:1]([C:3]1[CH:8]=[CH:7][CH:6]=[CH:5][C:4]=1[C:9]1[CH:14]=[CH:13][C:12]([CH2:15][C:16]2[C:17](=[O:38])[N:18]([CH:28]3[CH2:31][CH:30]([C:32]([O:34]CCC)=O)[CH2:29]3)[C:19]3[N:20]([N:25]=[CH:26][N:27]=3)[C:21]=2[CH2:22][CH2:23][CH3:24])=[CH:11][CH:10]=1)#[N:2].[OH-].[Na+].Cl.[CH3:42][Mg]Br.[Cl-].[NH4+]. The product is [C:32]([C@@H:30]1[CH2:31][C@H:28]([N:18]2[C:17](=[O:38])[C:16]([CH2:15][C:12]3[CH:13]=[CH:14][C:9]([C:4]4[C:3]([C:1]#[N:2])=[CH:8][CH:7]=[CH:6][CH:5]=4)=[CH:10][CH:11]=3)=[C:21]([CH2:22][CH2:23][CH3:24])[N:20]3[N:25]=[CH:26][N:27]=[C:19]23)[CH2:29]1)(=[O:34])[CH3:42]. The catalyst is O1CCCC1.O.CO. The yield is 0.490. (2) The reactants are [CH3:1][O:2][CH2:3][C:4](=[O:18])[C:5](=[N:10][NH:11][C:12]1[CH:17]=[CH:16][N:15]=[CH:14][CH:13]=1)[C:6]([O:8][CH3:9])=[O:7].[CH3:19]OC(OC)N(C)C. The catalyst is C1(C)C=CC=CC=1. The product is [CH3:1][O:2][C:3]1[C:4](=[O:18])[C:5]([C:6]([O:8][CH3:9])=[O:7])=[N:10][N:11]([C:12]2[CH:13]=[CH:14][N:15]=[CH:16][CH:17]=2)[CH:19]=1. The yield is 0.450.